Dataset: CYP3A4 inhibition data for predicting drug metabolism from PubChem BioAssay. Task: Regression/Classification. Given a drug SMILES string, predict its absorption, distribution, metabolism, or excretion properties. Task type varies by dataset: regression for continuous measurements (e.g., permeability, clearance, half-life) or binary classification for categorical outcomes (e.g., BBB penetration, CYP inhibition). Dataset: cyp3a4_veith. (1) The compound is COc1cc(C(=O)NC(=S)Nc2cccc(-c3cc4ccccc4oc3=O)c2)cc(OC)c1OC. The result is 1 (inhibitor). (2) The drug is CCN(CC)c1ncnc2c1sc1nc(C)cc(C)c12. The result is 1 (inhibitor). (3) The drug is O[C@@H](COc1ccc(Cl)cc1Cl)CN1CCCC1. The result is 0 (non-inhibitor). (4) The compound is NC[C@@H]1O[C@H](O[C@@H]2[C@H](CO)O[C@H](O[C@@H]3[C@H](O[C@@H]4O[C@H](CO)[C@@H](O)[C@H](O)[C@@H]4N)[C@@H](N)C[C@@H](N)[C@H]3O)[C@H]2O)[C@@H](N)[C@H](O)[C@@H]1O. The result is 0 (non-inhibitor). (5) The molecule is S=c1nc(-c2ccccc2)oc2c1CCCC2. The result is 0 (non-inhibitor). (6) The molecule is CC(Oc1ccccc1)c1ccnn1S(=O)(=O)c1ccccc1. The result is 0 (non-inhibitor). (7) The drug is Cc1nc(SCC(=O)c2ccc(F)cc2)c([N+](=O)[O-])[nH]1. The result is 0 (non-inhibitor). (8) The drug is COC(=O)C/C=C\[C@@H](C)[C@@H](/C=N\O[C@@H](C)CN1CCCCc2nc(C)c(C)cc21)NS(=O)(=O)c1ccc(C)cc1. The result is 1 (inhibitor). (9) The drug is CC(=O)C1C(c2cccc(F)c2)NC(=O)NC1(O)C(F)(F)F. The result is 0 (non-inhibitor). (10) The drug is FC(F)(F)c1cc(C(F)(F)F)c2ccc(N/N=C/c3cccc(Cl)c3)nc2n1. The result is 0 (non-inhibitor).